From a dataset of Full USPTO retrosynthesis dataset with 1.9M reactions from patents (1976-2016). Predict the reactants needed to synthesize the given product. (1) The reactants are: [CH2:1]([O:9][C:10]1[CH:15]=[CH:14][N:13]=[C:12]([CH2:16][O:17]C(=O)C)[C:11]=1[CH3:21])[CH2:2][CH2:3][CH2:4][CH2:5][CH2:6][CH2:7][CH3:8].[OH-].[Na+]. Given the product [CH2:1]([O:9][C:10]1[CH:15]=[CH:14][N:13]=[C:12]([CH2:16][OH:17])[C:11]=1[CH3:21])[CH2:2][CH2:3][CH2:4][CH2:5][CH2:6][CH2:7][CH3:8], predict the reactants needed to synthesize it. (2) Given the product [F:8][C:7]1[CH:6]=[CH:5][C:4]([N:9]2[CH:13]=[C:12]([C:14]3[CH2:15][C:16]([CH3:23])([CH3:22])[O:17][C:18]([CH3:20])([CH3:21])[CH:19]=3)[N:11]=[C:10]2[C:25]2[CH:30]=[CH:29][CH:28]=[CH:27][C:26]=2[O:31][CH3:32])=[CH:3][C:2]=1[C:33]#[N:34], predict the reactants needed to synthesize it. The reactants are: Br[C:2]1[CH:3]=[C:4]([N:9]2[CH:13]=[C:12]([C:14]3(O)[CH2:19][C:18]([CH3:21])([CH3:20])[O:17][C:16]([CH3:23])([CH3:22])[CH2:15]3)[N:11]=[C:10]2[C:25]2[CH:30]=[CH:29][CH:28]=[CH:27][C:26]=2[O:31][CH3:32])[CH:5]=[CH:6][C:7]=1[F:8].[CH3:33][N:34](C=O)C.